Dataset: Forward reaction prediction with 1.9M reactions from USPTO patents (1976-2016). Task: Predict the product of the given reaction. (1) Given the reactants Cl[C:2]1[C:10]2[C:6](=[N:7][O:8][N:9]=2)[C:5]([N+:11]([O-:13])=[O:12])=[CH:4][CH:3]=1.Cl.[OH:15][CH:16]1[O:24][C@@H:23]([CH2:25][OH:26])[C@H:21]([OH:22])[C@@H:19]([OH:20])[C@@H:17]1[NH2:18], predict the reaction product. The product is: [CH:3]1[CH:4]=[C:5]([N+:11]([O-:13])=[O:12])[C:6]2[C:10](=[N:9][O:8][N:7]=2)[C:2]=1[NH:18][C@@H:17]([C@H:19]([OH:20])[C@@H:21]([OH:22])[C@@H:23]([OH:24])[CH2:25][OH:26])[CH:16]=[O:15]. (2) Given the reactants [N:1]1([CH2:6][CH2:7][CH2:8][CH2:9][C:10]2[CH:15]=[CH:14][C:13]([OH:16])=[CH:12][CH:11]=2)[CH:5]=[CH:4][N:3]=[N:2]1.[H-].[Na+].Cl[CH2:20][C:21]1[CH:22]=[N:23][CH:24]=[C:25]([C:27]2[CH:32]=[CH:31][C:30]([O:33][C:34]([F:37])([F:36])[F:35])=[CH:29][CH:28]=2)[CH:26]=1.O, predict the reaction product. The product is: [N:1]1([CH2:6][CH2:7][CH2:8][CH2:9][C:10]2[CH:11]=[CH:12][C:13]([O:16][CH2:20][C:21]3[CH:22]=[N:23][CH:24]=[C:25]([C:27]4[CH:28]=[CH:29][C:30]([O:33][C:34]([F:37])([F:35])[F:36])=[CH:31][CH:32]=4)[CH:26]=3)=[CH:14][CH:15]=2)[CH:5]=[CH:4][N:3]=[N:2]1. (3) Given the reactants [CH3:1][C:2]1[NH:3][C:4](=[O:26])[C:5]([CH2:11][C:12]2[CH:17]=[CH:16][C:15]([C:18]3[C:19]([C:24]#[N:25])=[CH:20][CH:21]=[CH:22][CH:23]=3)=[CH:14][CH:13]=2)=[C:6]([CH2:8][CH2:9][CH3:10])[N:7]=1.[H-].[Na+].Br[CH2:30][C:31]1[CH:36]=[CH:35][C:34]([S:37]([CH3:40])(=[O:39])=[O:38])=[CH:33][CH:32]=1.[Cl-].O[NH3+:43].[C:44](=[O:47])([O-])[OH:45].[Na+], predict the reaction product. The product is: [CH3:1][C:2]1[N:3]([CH2:30][C:31]2[CH:36]=[CH:35][C:34]([S:37]([CH3:40])(=[O:39])=[O:38])=[CH:33][CH:32]=2)[C:4](=[O:26])[C:5]([CH2:11][C:12]2[CH:17]=[CH:16][C:15]([C:18]3[CH:23]=[CH:22][CH:21]=[CH:20][C:19]=3[C:24]3[NH:43][C:44](=[O:47])[O:45][N:25]=3)=[CH:14][CH:13]=2)=[C:6]([CH2:8][CH2:9][CH3:10])[N:7]=1. (4) Given the reactants [CH3:1][S:2][C:3]1[N:8]=[C:7]([O:9][CH2:10][CH2:11][Si:12]([CH3:15])([CH3:14])[CH3:13])[C:6]([C:16]([OH:18])=O)=[CH:5][N:4]=1.C(N1C=CN=C1)(N1C=CN=C1)=O.O.[NH2:32][NH2:33].O, predict the reaction product. The product is: [CH3:1][S:2][C:3]1[N:8]=[C:7]([O:9][CH2:10][CH2:11][Si:12]([CH3:15])([CH3:14])[CH3:13])[C:6]([C:16]([NH:32][NH2:33])=[O:18])=[CH:5][N:4]=1. (5) Given the reactants [NH2:1][C:2]1[N:7]=[C:6]([NH2:8])[N:5]=[C:4]2[N:9]([C@@H:13]3[O:18][C@H:17]([CH2:19][OH:20])[C@@H:15]([OH:16])[CH2:14]3)[N:10]=[C:11](I)[C:3]=12.C(N(CC)CC)C.[CH2:28]([O:31][CH3:32])[C:29]#C.CO, predict the reaction product. The product is: [NH2:1][C:2]1[N:7]=[C:6]([NH2:8])[N:5]=[C:4]2[N:9]([CH:13]3[O:18][CH:17]([CH2:19][OH:20])[CH:15]([OH:16])[CH2:14]3)[N:10]=[C:11]([C:29]#[C:28][O:31][CH3:32])[C:3]=12.